Dataset: Catalyst prediction with 721,799 reactions and 888 catalyst types from USPTO. Task: Predict which catalyst facilitates the given reaction. (1) Reactant: Cl.C(O[C:5]([C:7]1[CH:8]=[C:9]2[C:13](=[CH:14][CH:15]=1)[NH:12][N:11]=[C:10]2[C:16]1[CH:21]=[CH:20][C:19]([F:22])=[CH:18][CH:17]=1)=[NH:6])C.NNC([CH:27]1[CH2:31][CH2:30][CH2:29][NH:28]1)=O.C[O-].[Na+].O=[C:36]1[CH:40]=C[N:38]=[N:37]1. Product: [F:22][C:19]1[CH:18]=[CH:17][C:16]([C:10]2[C:9]3[C:13](=[CH:14][CH:15]=[C:7]([C:5]4[N:6]=[C:36]([CH2:40][N:28]5[CH2:27][CH2:31][CH2:30][CH2:29]5)[NH:37][N:38]=4)[CH:8]=3)[NH:12][N:11]=2)=[CH:21][CH:20]=1. The catalyst class is: 5. (2) The catalyst class is: 2. Reactant: [CH3:1][CH:2]([CH2:8][CH2:9][CH2:10][CH3:11])[CH2:3][CH2:4][C:5](O)=[O:6].O=S(Cl)[Cl:14]. Product: [CH3:1][CH:2]([CH2:8][CH2:9][CH2:10][CH3:11])[CH2:3][CH2:4][C:5]([Cl:14])=[O:6]. (3) Reactant: C(=O)([O-])O.[Na+].[NH2:6][C@@H:7]([C:18]1[CH:23]=[CH:22][C:21]([Cl:24])=[CH:20][CH:19]=1)[C:8]1[CH:17]=[CH:16][C:11]([C:12]([O:14][CH3:15])=[O:13])=[CH:10][CH:9]=1.[CH2:25]([CH:27]1[O:29][CH2:28]1)Br. Product: [Cl:24][C:21]1[CH:20]=[CH:19][C:18]([C@@H:7]([C:8]2[CH:17]=[CH:16][C:11]([C:12]([O:14][CH3:15])=[O:13])=[CH:10][CH:9]=2)[N:6]2[CH2:28][CH:27]([OH:29])[CH2:25]2)=[CH:23][CH:22]=1. The catalyst class is: 8. (4) The catalyst class is: 6. Product: [CH2:1]([O:8][C:9]1[CH:14]=[CH:13][C:12]([CH2:15][CH2:16][OH:17])=[C:11]([N+:19]([O-:21])=[O:20])[CH:10]=1)[C:2]1[CH:3]=[CH:4][CH:5]=[CH:6][CH:7]=1. Reactant: [CH2:1]([O:8][C:9]1[CH:14]=[CH:13][C:12]([CH2:15][C:16](O)=[O:17])=[C:11]([N+:19]([O-:21])=[O:20])[CH:10]=1)[C:2]1[CH:7]=[CH:6][CH:5]=[CH:4][CH:3]=1.B.B.C1COCC1.CO.C(Cl)(Cl)Cl. (5) Reactant: [NH2:1][C:2]1[CH:7]=[CH:6][C:5]([OH:8])=[CH:4][N:3]=1.CC(C)([O-])C.[K+].Cl[C:16]1[CH:21]=[CH:20][N:19]=[C:18]([C:22]([NH:24][CH3:25])=[O:23])[CH:17]=1. Product: [NH2:1][C:2]1[N:3]=[CH:4][C:5]([O:8][C:16]2[CH:21]=[CH:20][N:19]=[C:18]([C:22]([NH:24][CH3:25])=[O:23])[CH:17]=2)=[CH:6][CH:7]=1. The catalyst class is: 44. (6) Reactant: [Cl:1][C:2]1[CH:25]=[C:24]([Cl:26])[CH:23]=[CH:22][C:3]=1[C:4]([NH:6][C:7]([CH3:21])([C:9]1([C:15]2[CH:20]=[CH:19][CH:18]=[CH:17][N:16]=2)[CH2:14][CH2:13][NH:12][CH2:11][CH2:10]1)[CH3:8])=[O:5].CC[N:29]([CH:33]([CH3:35])C)[CH:30](C)C.N1(N[S:41](Cl)(=[O:43])=[O:42])CCC1. Product: [Cl:1][C:2]1[CH:25]=[C:24]([Cl:26])[CH:23]=[CH:22][C:3]=1[C:4]([NH:6][C:7]([CH3:21])([C:9]1([C:15]2[CH:20]=[CH:19][CH:18]=[CH:17][N:16]=2)[CH2:14][CH2:13][N:12]([S:41]([N:29]2[CH2:30][CH2:35][CH2:33]2)(=[O:43])=[O:42])[CH2:11][CH2:10]1)[CH3:8])=[O:5]. The catalyst class is: 3. (7) Reactant: [C:1]([O:5][C:6](=[O:26])[N:7]([C:17]1[CH:22]=[C:21]([CH2:23][CH2:24]O)[CH:20]=[CH:19][N:18]=1)[CH2:8][C:9]1[CH:14]=[CH:13][C:12]([O:15][CH3:16])=[CH:11][CH:10]=1)([CH3:4])([CH3:3])[CH3:2].C(Br)(Br)(Br)[Br:28].C1(P(C2C=CC=CC=2)C2C=CC=CC=2)C=CC=CC=1. Product: [C:1]([O:5][C:6](=[O:26])[N:7]([C:17]1[CH:22]=[C:21]([CH2:23][CH2:24][Br:28])[CH:20]=[CH:19][N:18]=1)[CH2:8][C:9]1[CH:14]=[CH:13][C:12]([O:15][CH3:16])=[CH:11][CH:10]=1)([CH3:4])([CH3:3])[CH3:2]. The catalyst class is: 2.